From a dataset of Forward reaction prediction with 1.9M reactions from USPTO patents (1976-2016). Predict the product of the given reaction. (1) Given the reactants [F:1][C:2]1[CH:9]=[CH:8][CH:7]=[CH:6][C:3]=1[NH:4][CH3:5].[S-:10]C#N.[Na+].BrBr.[Br-].[Na+].CO.C(=O)([O-])[O-].[Na+].[Na+], predict the reaction product. The product is: [F:1][C:2]1[CH:9]=[C:8]([SH:10])[CH:7]=[CH:6][C:3]=1[NH:4][CH3:5]. (2) The product is: [OH:8][CH2:9][C@@H:10]1[C@@H:14]([C:15]2[CH:20]=[CH:19][CH:18]=[C:17]([F:21])[CH:16]=2)[CH2:13][N:12]([CH2:22][C:23]([CH3:37])([CH3:36])[C:24]([O:26][CH2:27][C:28]2[CH:29]=[CH:30][C:31]([O:34][CH3:35])=[CH:32][CH:33]=2)=[O:25])[CH2:11]1. Given the reactants [Si]([O:8][CH2:9][C@@H:10]1[C@@H:14]([C:15]2[CH:20]=[CH:19][CH:18]=[C:17]([F:21])[CH:16]=2)[CH2:13][N:12]([CH2:22][C:23]([CH3:37])([CH3:36])[C:24]([O:26][CH2:27][C:28]2[CH:33]=[CH:32][C:31]([O:34][CH3:35])=[CH:30][CH:29]=2)=[O:25])[CH2:11]1)(C(C)(C)C)(C)C.[F-].C([N+](CCCC)(CCCC)CCCC)CCC, predict the reaction product. (3) The product is: [Cl:20][C:17]1[CH:18]=[CH:19][C:14]([C:12]2[CH:11]=[C:10]([CH3:21])[N:9]=[C:8]([C:4]3[CH:3]=[C:2]([C:26]4[CH:27]=[CH:28][C:23]([NH2:22])=[N:24][CH:25]=4)[CH:7]=[CH:6][CH:5]=3)[N:13]=2)=[CH:15][CH:16]=1. Given the reactants Br[C:2]1[CH:3]=[C:4]([C:8]2[N:13]=[C:12]([C:14]3[CH:19]=[CH:18][C:17]([Cl:20])=[CH:16][CH:15]=3)[CH:11]=[C:10]([CH3:21])[N:9]=2)[CH:5]=[CH:6][CH:7]=1.[NH2:22][C:23]1[CH:28]=[CH:27][C:26](B2OC(C)(C)C(C)(C)O2)=[CH:25][N:24]=1, predict the reaction product.